Dataset: Full USPTO retrosynthesis dataset with 1.9M reactions from patents (1976-2016). Task: Predict the reactants needed to synthesize the given product. (1) Given the product [Cl:7][C:8]1[CH:13]=[C:12]([N:14]([CH2:31][C:30]([F:41])([F:40])[F:29])[C:15]([C:17]2[CH:18]=[N:19][N:20]([CH:22]3[CH2:27][CH2:26][CH2:25][CH2:24][O:23]3)[CH:21]=2)=[O:16])[C:11]([I:28])=[CH:10][N:9]=1, predict the reactants needed to synthesize it. The reactants are: CC([O-])(C)C.[K+].[Cl:7][C:8]1[CH:13]=[C:12]([NH:14][C:15]([C:17]2[CH:18]=[N:19][N:20]([CH:22]3[CH2:27][CH2:26][CH2:25][CH2:24][O:23]3)[CH:21]=2)=[O:16])[C:11]([I:28])=[CH:10][N:9]=1.[F:29][C:30]([F:41])([F:40])[CH2:31]OS(C(F)(F)F)(=O)=O.C([O-])(O)=O.[Na+]. (2) Given the product [N:17]1[CH:18]=[CH:19][C:14]([C:12]([C:9]2[CH:10]=[CH:11][C:6]([CH:5]=[O:4])=[CH:7][CH:8]=2)=[O:13])=[CH:15][CH:16]=1, predict the reactants needed to synthesize it. The reactants are: C([O:4][CH:5](OC(=O)C)[C:6]1[CH:11]=[CH:10][C:9]([C:12]([C:14]2[CH:19]=[CH:18][N:17]=[CH:16][CH:15]=2)=[O:13])=[CH:8][CH:7]=1)(=O)C.OS(O)(=O)=O.C([O-])([O-])=O.[K+].[K+]. (3) Given the product [Cl:1][C:2]1[CH:3]=[C:4]([CH:18]=[CH:19][C:20]=1[O:21][CH3:22])[CH2:5][NH:6][C:7]1[C:12]([C:13]([NH:30][CH2:29][C:24]2[N:25]=[CH:26][CH:27]=[CH:28][N:23]=2)=[O:15])=[CH:11][N:10]=[C:9]([S:16][CH3:17])[N:8]=1, predict the reactants needed to synthesize it. The reactants are: [Cl:1][C:2]1[CH:3]=[C:4]([CH:18]=[CH:19][C:20]=1[O:21][CH3:22])[CH2:5][NH:6][C:7]1[C:12]([C:13]([OH:15])=O)=[CH:11][N:10]=[C:9]([S:16][CH3:17])[N:8]=1.[N:23]1[CH:28]=[CH:27][CH:26]=[N:25][C:24]=1[CH2:29][NH2:30].CN(C(ON1N=NC2C=CC=NC1=2)=[N+](C)C)C.F[P-](F)(F)(F)(F)F.CCN(C(C)C)C(C)C. (4) Given the product [F:8][C:9]1[CH:14]=[CH:13][C:12]([C:2]2[CH:7]=[CH:6][CH:5]=[CH:4][N:3]=2)=[CH:11][C:10]=1[CH:18]=[O:19], predict the reactants needed to synthesize it. The reactants are: Br[C:2]1[CH:7]=[CH:6][CH:5]=[CH:4][N:3]=1.[F:8][C:9]1[CH:14]=[CH:13][C:12](B(O)O)=[CH:11][C:10]=1[CH:18]=[O:19].C([O-])([O-])=O.[Cs+].[Cs+].CC1(C)C2C(=C(P(C3C=CC=CC=3)C3C=CC=CC=3)C=CC=2)OC2C(P(C3C=CC=CC=3)C3C=CC=CC=3)=CC=CC1=2. (5) Given the product [Cl:24][C:11]1[O:12][C:8]([C:5]2[CH:6]=[CH:7][C:2]([Cl:1])=[CH:3][CH:4]=2)=[CH:9][N:10]=1, predict the reactants needed to synthesize it. The reactants are: [Cl:1][C:2]1[CH:7]=[CH:6][C:5]([C:8]2[O:12][C:11](S)=[N:10][CH:9]=2)=[CH:4][CH:3]=1.C(N(CC)CC)C.O.P(Cl)(Cl)([Cl:24])=O. (6) Given the product [C:6]1([S:12][CH:13]([S:28][C:29]2[CH:34]=[CH:33][CH:32]=[CH:31][CH:30]=2)[CH:14]2[CH2:15][CH2:16][CH2:17][CH:18]([CH:13]([S:12][C:6]3[CH:11]=[CH:10][CH:9]=[CH:8][CH:7]=3)[S:28][C:29]3[CH:34]=[CH:33][CH:32]=[CH:31][CH:30]=3)[C:19]2=[O:20])[CH:7]=[CH:8][CH:9]=[CH:10][CH:11]=1, predict the reactants needed to synthesize it. The reactants are: [Sn](Cl)(Cl)(Cl)Cl.[C:6]1([S:12][CH:13]([S:28][C:29]2[CH:34]=[CH:33][CH:32]=[CH:31][CH:30]=2)[CH:14]2[C:19]([O:20][Si](C(C)(C)C)(C)C)=[CH:18][CH2:17][CH2:16][CH2:15]2)[CH:11]=[CH:10][CH:9]=[CH:8][CH:7]=1. (7) Given the product [CH3:1][O:2][CH2:3][C:4]1[CH:5]=[C:6]([CH:7]=[C:8]([CH2:10][O:11][CH3:12])[CH:9]=1)[CH:17]=[O:18], predict the reactants needed to synthesize it. The reactants are: [CH3:1][O:2][CH2:3][C:4]1[CH:5]=[C:6](Br)[CH:7]=[C:8]([CH2:10][O:11][CH3:12])[CH:9]=1.[Mg].CN(C)[CH:17]=[O:18].